Dataset: Catalyst prediction with 721,799 reactions and 888 catalyst types from USPTO. Task: Predict which catalyst facilitates the given reaction. (1) Reactant: [NH2:1][C@H:2]([C:6]([OH:8])=[O:7])[C@@H:3]([CH3:5])[OH:4].[CH2:9](O)[C:10]1[CH:15]=[CH:14][CH:13]=[CH:12][CH:11]=1.O.C1(C)C=CC(S(O)(=O)=O)=CC=1.O. Product: [NH2:1][C@H:2]([C:6]([O:8][CH2:9][C:10]1[CH:15]=[CH:14][CH:13]=[CH:12][CH:11]=1)=[O:7])[C@@H:3]([CH3:5])[OH:4]. The catalyst class is: 11. (2) Reactant: Br[CH2:2][C:3]([C:5]1[CH:10]=[CH:9][CH:8]=[CH:7][C:6]=1[OH:11])=[O:4].[N-:12]=[N+:13]=[N-:14].[Na+]. Product: [N:12]([CH2:2][C:3]([C:5]1[CH:10]=[CH:9][CH:8]=[CH:7][C:6]=1[OH:11])=[O:4])=[N+:13]=[N-:14]. The catalyst class is: 95. (3) Reactant: [C:1]([O:5][C:6]([NH:8][C@:9]([CH3:31])([C:27]([O:29][CH3:30])=[O:28])[CH2:10][C:11]1[CH:16]=[CH:15][CH:14]=[C:13]([O:17][CH2:18][C:19](=O)[C:20]2[CH:25]=[CH:24][CH:23]=[CH:22][CH:21]=2)[CH:12]=1)=[O:7])([CH3:4])([CH3:3])[CH3:2].C(O)(=O)C.[CH2:36]([NH2:43])[C:37]1[CH:42]=[CH:41][CH:40]=[CH:39][CH:38]=1.C(O[BH-](OC(=O)C)OC(=O)C)(=O)C.[Na+]. Product: [CH2:36]([NH:43][CH:19]([C:20]1[CH:21]=[CH:22][CH:23]=[CH:24][CH:25]=1)[CH2:18][O:17][C:13]1[CH:12]=[C:11]([CH:16]=[CH:15][CH:14]=1)[CH2:10][C@@:9]([CH3:31])([C:27]([O:29][CH3:30])=[O:28])[NH:8][C:6]([O:5][C:1]([CH3:2])([CH3:3])[CH3:4])=[O:7])[C:37]1[CH:42]=[CH:41][CH:40]=[CH:39][CH:38]=1. The catalyst class is: 68. (4) Reactant: [C:1]12([CH2:11][O:12][C:13]3[C:25]([CH:26]4[CH2:28][CH2:27]4)=[CH:24][C:16]([C:17]([O:19]C(C)(C)C)=[O:18])=[C:15]([F:29])[CH:14]=3)[CH2:10][CH:5]3[CH2:6][CH:7]([CH2:9][CH:3]([CH2:4]3)[CH2:2]1)[CH2:8]2.FC(F)(F)C(O)=O. Product: [C:1]12([CH2:11][O:12][C:13]3[C:25]([CH:26]4[CH2:27][CH2:28]4)=[CH:24][C:16]([C:17]([OH:19])=[O:18])=[C:15]([F:29])[CH:14]=3)[CH2:2][CH:3]3[CH2:4][CH:5]([CH2:6][CH:7]([CH2:9]3)[CH2:8]1)[CH2:10]2. The catalyst class is: 4. (5) Reactant: [CH:1]1([OH:7])[CH2:6][CH2:5][CH2:4][CH2:3][CH2:2]1.CN(C1C=CC=CN=1)C.C(N=C=NCCCN(C)C)C.[F:28][CH:29]([F:55])[C:30]1[CH:34]=[C:33]([CH:35]([F:37])[F:36])[N:32]([CH2:38][C:39]([N:41]2[CH2:46][CH2:45][CH:44]([C:47]3[S:48][CH:49]=[C:50]([C:52](O)=[O:53])[N:51]=3)[CH2:43][CH2:42]2)=[O:40])[N:31]=1. Product: [F:55][CH:29]([F:28])[C:30]1[CH:34]=[C:33]([CH:35]([F:36])[F:37])[N:32]([CH2:38][C:39]([N:41]2[CH2:42][CH2:43][CH:44]([C:47]3[S:48][CH:49]=[C:50]([C:52]([O:7][CH:1]4[CH2:6][CH2:5][CH2:4][CH2:3][CH2:2]4)=[O:53])[N:51]=3)[CH2:45][CH2:46]2)=[O:40])[N:31]=1. The catalyst class is: 46.